Task: Regression. Given two drug SMILES strings and cell line genomic features, predict the synergy score measuring deviation from expected non-interaction effect.. Dataset: NCI-60 drug combinations with 297,098 pairs across 59 cell lines (1) Drug 1: CCN(CC)CCNC(=O)C1=C(NC(=C1C)C=C2C3=C(C=CC(=C3)F)NC2=O)C. Drug 2: CCC1(C2=C(COC1=O)C(=O)N3CC4=CC5=C(C=CC(=C5CN(C)C)O)N=C4C3=C2)O.Cl. Cell line: MDA-MB-435. Synergy scores: CSS=17.2, Synergy_ZIP=-5.07, Synergy_Bliss=0.889, Synergy_Loewe=-4.12, Synergy_HSA=-0.572. (2) Drug 1: C1CCC(C(C1)N)N.C(=O)(C(=O)[O-])[O-].[Pt+4]. Drug 2: CC1CCCC2(C(O2)CC(NC(=O)CC(C(C(=O)C(C1O)C)(C)C)O)C(=CC3=CSC(=N3)C)C)C. Cell line: UO-31. Synergy scores: CSS=35.4, Synergy_ZIP=-10.8, Synergy_Bliss=-2.84, Synergy_Loewe=-22.2, Synergy_HSA=-1.21.